From a dataset of Reaction yield outcomes from USPTO patents with 853,638 reactions. Predict the reaction yield, written as a fraction of the theoretical maximum amount of product (1.0 means a 100% yield; for example, 0.34 means a 34% yield). (1) The reactants are [Br:1][C:2]1[CH:11]=[C:10]2[C:5]([CH:6]=[CH:7][N:8]=[C:9]2[OH:12])=[CH:4][CH:3]=1.C[CH:14](Br)[C:15]1[CH:20]=[CH:19][C:18]([F:21])=[CH:17][CH:16]=1.C(=O)([O-])[O-].[Cs+].[Cs+]. The catalyst is CN(C)C=O. The product is [Br:1][C:2]1[CH:11]=[C:10]2[C:5]([CH:6]=[CH:7][N:8]([CH2:14][C:15]3[CH:20]=[CH:19][C:18]([F:21])=[CH:17][CH:16]=3)[C:9]2=[O:12])=[CH:4][CH:3]=1. The yield is 0.702. (2) The reactants are Br[C:2]1[CH:7]=[CH:6][C:5]([OH:8])=[CH:4][CH:3]=1.[CH3:9][NH:10][CH2:11][CH2:12][C:13]1[CH:18]=[CH:17][CH:16]=[CH:15][CH:14]=1.[Li+].C[Si]([N-][Si](C)(C)C)(C)C. The catalyst is C1(C)C=CC=CC=1.C1C=CC(/C=C/C(/C=C/C2C=CC=CC=2)=O)=CC=1.C1C=CC(/C=C/C(/C=C/C2C=CC=CC=2)=O)=CC=1.C1C=CC(/C=C/C(/C=C/C2C=CC=CC=2)=O)=CC=1.[Pd].[Pd].C1(P(C2CCCCC2)C2C=CC=CC=2C2C=CC=CC=2)CCCCC1. The product is [CH3:9][N:10]([CH2:11][CH2:12][C:13]1[CH:18]=[CH:17][CH:16]=[CH:15][CH:14]=1)[C:2]1[CH:7]=[CH:6][C:5]([OH:8])=[CH:4][CH:3]=1. The yield is 0.580. (3) The reactants are [F:1][C:2]1[CH:18]=[CH:17][C:5]([C:6]([NH:8]/[C:9](=[N:15]\[OH:16])/[C:10]([O:12][CH2:13][CH3:14])=[O:11])=O)=[CH:4][CH:3]=1. The catalyst is CN(C=O)C. The product is [F:1][C:2]1[CH:18]=[CH:17][C:5]([C:6]2[O:16][N:15]=[C:9]([C:10]([O:12][CH2:13][CH3:14])=[O:11])[N:8]=2)=[CH:4][CH:3]=1. The yield is 0.700. (4) The reactants are [CH3:1][N:2]1[C:10]2[C:5](=[CH:6][C:7]([NH2:11])=[CH:8][CH:9]=2)[CH:4]=[CH:3]1.C(N(CC)C(C)C)(C)C.Br[CH2:22][C:23]1[CH:33]=[CH:32][C:31]([O:34][CH3:35])=[CH:30][C:24]=1[C:25](OCC)=[O:26].O[Li].O. The product is [CH3:35][O:34][C:31]1[CH:30]=[C:24]2[C:23]([CH2:22][N:11]([C:7]3[CH:6]=[C:5]4[C:10](=[CH:9][CH:8]=3)[N:2]([CH3:1])[CH:3]=[CH:4]4)[C:25]2=[O:26])=[CH:33][CH:32]=1. The yield is 0.320. The catalyst is C(O)C.O. (5) The reactants are O.[CH2:2]([O:4][C:5](=[O:27])[CH2:6][CH:7]1[O:11][B:10]([OH:12])[C:9]2[CH:13]=[C:14]([O:18][C:19]3[S:20][C:21]([N+:24]([O-])=O)=[N:22][N:23]=3)[CH:15]=[C:16]([CH3:17])[C:8]1=2)[CH3:3]. The catalyst is Cl.C(O)C.[Fe]. The product is [CH2:2]([O:4][C:5](=[O:27])[CH2:6][CH:7]1[O:11][B:10]([OH:12])[C:9]2[CH:13]=[C:14]([O:18][C:19]3[S:20][C:21]([NH2:24])=[N:22][N:23]=3)[CH:15]=[C:16]([CH3:17])[C:8]1=2)[CH3:3]. The yield is 1.00. (6) The reactants are [NH2:1][C:2]1[CH:7]=[C:6]([C:8]#[N:9])[CH:5]=[CH:4][C:3]=1[S:10]([NH2:13])(=[O:12])=[O:11].[Cl:14][C:15]1[CH:16]=[C:17](/[CH:22]=[CH:23]/[S:24](Cl)(=[O:26])=[O:25])[CH:18]=[CH:19][C:20]=1[Cl:21]. No catalyst specified. The product is [C:8]([C:6]1[CH:5]=[CH:4][C:3]([S:10]([NH2:13])(=[O:11])=[O:12])=[C:2]([NH:1][S:24](/[CH:23]=[CH:22]/[C:17]2[CH:18]=[CH:19][C:20]([Cl:21])=[C:15]([Cl:14])[CH:16]=2)(=[O:26])=[O:25])[CH:7]=1)#[N:9]. The yield is 0.570. (7) The reactants are [F:1][C:2]1[CH:20]=[CH:19][C:5]([CH2:6][NH:7][C:8]2[C:9]3[NH:16][C:15]([CH3:17])=[C:14]([CH3:18])[C:10]=3[CH:11]=[N:12][CH:13]=2)=[CH:4][CH:3]=1.[ClH:21].F[C:23]1[CH:41]=[CH:40][C:26]([CH2:27]NC2C3NC(C)=C(C)C=3C=NC=2)=[CH:25][CH:24]=1.C(=O)(O)[O-].[Na+].C(Br)C1C=CC=CC=1. No catalyst specified. The product is [ClH:21].[CH2:27]([N:16]1[C:9]2[C:8]([NH:7][CH2:6][C:5]3[CH:19]=[CH:20][C:2]([F:1])=[CH:3][CH:4]=3)=[CH:13][N:12]=[CH:11][C:10]=2[C:14]([CH3:18])=[C:15]1[CH3:17])[C:26]1[CH:40]=[CH:41][CH:23]=[CH:24][CH:25]=1. The yield is 0.158.